Dataset: Catalyst prediction with 721,799 reactions and 888 catalyst types from USPTO. Task: Predict which catalyst facilitates the given reaction. (1) The catalyst class is: 70. Reactant: CC1(C)C(C)(C)OB([C:9]2[CH2:14][CH2:13][CH:12]([CH2:15][C:16]([O:18][CH2:19][CH3:20])=[O:17])[CH2:11][CH:10]=2)O1.Cl[C:23]1[C:32]2[C:27](=[CH:28][CH:29]=[C:30]([F:33])[CH:31]=2)[N:26]=[CH:25][CH:24]=1.C([O-])([O-])=O.[K+].[K+]. Product: [F:33][C:30]1[CH:31]=[C:32]2[C:27](=[CH:28][CH:29]=1)[N:26]=[CH:25][CH:24]=[C:23]2[C:9]1[CH2:14][CH2:13][CH:12]([CH2:15][C:16]([O:18][CH2:19][CH3:20])=[O:17])[CH2:11][CH:10]=1. (2) Reactant: [O:1]1[CH2:6][CH2:5][CH:4]([N:7]2[C:11]([NH2:12])=[CH:10][CH:9]=[N:8]2)[CH2:3][CH2:2]1.[N+:13]([CH:16]([CH:19]=O)[CH:17]=O)([O-:15])=[O:14]. Product: [N+:13]([C:16]1[CH:17]=[C:10]2[CH:9]=[N:8][N:7]([CH:4]3[CH2:3][CH2:2][O:1][CH2:6][CH2:5]3)[C:11]2=[N:12][CH:19]=1)([O-:15])=[O:14]. The catalyst class is: 15. (3) The catalyst class is: 3. Product: [N+:1]([C:4]1[CH:5]=[CH:6][C:7]([CH2:10][CH2:11][C:12]2[O:13][CH:16]=[C:17]([C:19]3[CH:28]=[CH:27][C:26]4[C:25]([CH3:30])([CH3:29])[CH2:24][CH2:23][C:22]([CH3:32])([CH3:31])[C:21]=4[CH:20]=3)[N:14]=2)=[CH:8][CH:9]=1)([O-:3])=[O:2]. Reactant: [N+:1]([C:4]1[CH:9]=[CH:8][C:7]([CH2:10][CH2:11][C:12]([NH2:14])=[O:13])=[CH:6][CH:5]=1)([O-:3])=[O:2].Br[CH2:16][C:17]([C:19]1[CH:28]=[CH:27][C:26]2[C:25]([CH3:30])([CH3:29])[CH2:24][CH2:23][C:22]([CH3:32])([CH3:31])[C:21]=2[CH:20]=1)=O. (4) Reactant: [SH:1][C:2]1[CH:7]=[CH:6][CH:5]=[CH:4][N:3]=1.[OH-].[Li+].[I-].[Na+].[C:12]([C:16]1[N:21]=[C:20]([N:22]2[CH2:27][CH2:26][N:25]([CH2:28][CH2:29][CH2:30][Cl:31])[CH2:24][CH2:23]2)[CH:19]=[C:18]([CH:32]2[CH2:35][CH2:34][CH2:33]2)[N:17]=1)([CH3:15])([CH3:14])[CH3:13]. Product: [ClH:31].[C:12]([C:16]1[N:17]=[C:18]([CH:32]2[CH2:33][CH2:34][CH2:35]2)[CH:19]=[C:20]([N:22]2[CH2:27][CH2:26][N:25]([CH2:28][CH2:29][CH2:30][S:1][C:2]3[CH:7]=[CH:6][CH:5]=[CH:4][N:3]=3)[CH2:24][CH2:23]2)[N:21]=1)([CH3:15])([CH3:13])[CH3:14]. The catalyst class is: 9. (5) Reactant: [CH:1]1([C@H:4]([N:8]2[C:13](=[O:14])[C:12]([NH:15][C:16]3[C:17]([CH3:24])=[N:18][C:19]([OH:23])=[C:20]([CH3:22])[CH:21]=3)=[N:11][C:10]([C:25]#[N:26])=[CH:9]2)[CH2:5][O:6][CH3:7])[CH2:3][CH2:2]1.[F-].[Cs+].[F:29][C:30]([F:42])(S(F)(=O)=O)C(O[Si](C)(C)C)=O. Product: [CH:1]1([C@H:4]([N:8]2[C:13](=[O:14])[C:12]([NH:15][C:16]3[C:17]([CH3:24])=[N:18][C:19]([O:23][CH:30]([F:42])[F:29])=[C:20]([CH3:22])[CH:21]=3)=[N:11][C:10]([C:25]#[N:26])=[CH:9]2)[CH2:5][O:6][CH3:7])[CH2:3][CH2:2]1. The catalyst class is: 10. (6) Reactant: C(O)C.[O:4]=[CH:5][C@@H:6]([C@H:8]([C@@H:10]([C@@H:12]([CH2:14][OH:15])[OH:13])[OH:11])[OH:9])[OH:7].[Sn].[CH2:17](Br)[CH:18]=[CH2:19]. Product: [CH2:19]([CH:5]([C@@H:6]([C@H:8]([C@@H:10]([C@@H:12]([CH2:14][OH:15])[OH:13])[OH:11])[OH:9])[OH:7])[OH:4])[CH:18]=[CH2:17]. The catalyst class is: 6.